Dataset: Full USPTO retrosynthesis dataset with 1.9M reactions from patents (1976-2016). Task: Predict the reactants needed to synthesize the given product. (1) Given the product [Br:20][C:21]1[CH:22]=[C:23]([CH2:24][N:4]2[CH2:3][CH2:2][N:1]([C:7]3[CH:8]=[CH:9][C:10]4[N:11]([C:13]([C:16]([F:17])([F:18])[F:19])=[N:14][N:15]=4)[N:12]=3)[CH2:6][CH2:5]2)[CH:26]=[CH:27][CH:28]=1, predict the reactants needed to synthesize it. The reactants are: [N:1]1([C:7]2[CH:8]=[CH:9][C:10]3[N:11]([C:13]([C:16]([F:19])([F:18])[F:17])=[N:14][N:15]=3)[N:12]=2)[CH2:6][CH2:5][NH:4][CH2:3][CH2:2]1.[Br:20][C:21]1[CH:22]=[C:23]([CH:26]=[CH:27][CH:28]=1)[CH:24]=O. (2) Given the product [NH2:1][C:2]1[C:11]2[C:6](=[CH:7][C:8]([O:12][S:21]([C:24]([F:27])([F:26])[F:25])(=[O:23])=[O:22])=[CH:9][CH:10]=2)[CH:5]=[C:4]([CH3:13])[N:3]=1, predict the reactants needed to synthesize it. The reactants are: [NH2:1][C:2]1[C:11]2[C:6](=[CH:7][C:8]([OH:12])=[CH:9][CH:10]=2)[CH:5]=[C:4]([CH3:13])[N:3]=1.C1C=CC(N([S:21]([C:24]([F:27])([F:26])[F:25])(=[O:23])=[O:22])[S:21]([C:24]([F:27])([F:26])[F:25])(=[O:23])=[O:22])=CC=1.C(N(CC)C(C)C)(C)C.